This data is from Merck oncology drug combination screen with 23,052 pairs across 39 cell lines. The task is: Regression. Given two drug SMILES strings and cell line genomic features, predict the synergy score measuring deviation from expected non-interaction effect. (1) Drug 1: COc1cc(C2c3cc4c(cc3C(OC3OC5COC(C)OC5C(O)C3O)C3COC(=O)C23)OCO4)cc(OC)c1O. Drug 2: C=CCn1c(=O)c2cnc(Nc3ccc(N4CCN(C)CC4)cc3)nc2n1-c1cccc(C(C)(C)O)n1. Cell line: DLD1. Synergy scores: synergy=-4.29. (2) Drug 1: O=C(CCCCCCC(=O)Nc1ccccc1)NO. Drug 2: O=C(O)C1(Cc2cccc(Nc3nccs3)n2)CCC(Oc2cccc(Cl)c2F)CC1. Cell line: A427. Synergy scores: synergy=-12.0.